The task is: Regression. Given two drug SMILES strings and cell line genomic features, predict the synergy score measuring deviation from expected non-interaction effect.. This data is from NCI-60 drug combinations with 297,098 pairs across 59 cell lines. (1) Drug 2: CCN(CC)CCNC(=O)C1=C(NC(=C1C)C=C2C3=C(C=CC(=C3)F)NC2=O)C. Drug 1: C1=C(C(=O)NC(=O)N1)F. Synergy scores: CSS=38.7, Synergy_ZIP=-7.05, Synergy_Bliss=-15.0, Synergy_Loewe=-15.8, Synergy_HSA=-15.4. Cell line: A498. (2) Drug 1: CC1=C(C=C(C=C1)NC(=O)C2=CC=C(C=C2)CN3CCN(CC3)C)NC4=NC=CC(=N4)C5=CN=CC=C5. Drug 2: CC1=C2C(C(=O)C3(C(CC4C(C3C(C(C2(C)C)(CC1OC(=O)C(C(C5=CC=CC=C5)NC(=O)C6=CC=CC=C6)O)O)OC(=O)C7=CC=CC=C7)(CO4)OC(=O)C)O)C)OC(=O)C. Cell line: OVCAR3. Synergy scores: CSS=43.7, Synergy_ZIP=20.8, Synergy_Bliss=17.9, Synergy_Loewe=-11.7, Synergy_HSA=13.6.